This data is from Forward reaction prediction with 1.9M reactions from USPTO patents (1976-2016). The task is: Predict the product of the given reaction. Given the reactants Cl[C:2]1[N:3]=[C:4]([N:11]2[CH2:16][CH2:15][O:14][CH2:13][CH2:12]2)[C:5]2[S:10][CH:9]=[CH:8][C:6]=2[N:7]=1.[CH3:17][C:18]1[NH:19][C:20]2[CH:26]=[CH:25][CH:24]=[CH:23][C:21]=2[N:22]=1, predict the reaction product. The product is: [CH3:17][C:18]1[N:22]([C:2]2[N:3]=[C:4]([N:11]3[CH2:16][CH2:15][O:14][CH2:13][CH2:12]3)[C:5]3[S:10][CH:9]=[CH:8][C:6]=3[N:7]=2)[C:21]2[CH:23]=[CH:24][CH:25]=[CH:26][C:20]=2[N:19]=1.